This data is from Retrosynthesis with 50K atom-mapped reactions and 10 reaction types from USPTO. The task is: Predict the reactants needed to synthesize the given product. (1) Given the product CCN(CC(=O)NCCF)C(=O)c1ccc2c(c1)c1c(n2C2CCC2)CCC(C2CCOCC2)C1, predict the reactants needed to synthesize it. The reactants are: CCNCC(=O)NCCF.O=C(O)c1ccc2c(c1)c1c(n2C2CCC2)CCC(C2CCOCC2)C1. (2) Given the product CC(C)(C)OC(=O)N1CCC(N2C(=O)CO[C@H]3CCCC[C@@H]32)CC1, predict the reactants needed to synthesize it. The reactants are: CC(C)(C)OC(=O)N1CCC(N(C(=O)CCl)[C@H]2CCCC[C@@H]2O)CC1. (3) Given the product CC1OC(c2ccncc2N)C(F)C(=O)C1(C)O[Si](C)(C)C, predict the reactants needed to synthesize it. The reactants are: CC1OC(c2ccncc2[N+](=O)[O-])C(F)C(=O)C1(C)O[Si](C)(C)C. (4) Given the product NNC(=O)c1cccnc1OCc1ccc2c(c1)OCO2, predict the reactants needed to synthesize it. The reactants are: CCOC(=O)c1cccnc1OCc1ccc2c(c1)OCO2.NN.